Dataset: Peptide-MHC class I binding affinity with 185,985 pairs from IEDB/IMGT. Task: Regression. Given a peptide amino acid sequence and an MHC pseudo amino acid sequence, predict their binding affinity value. This is MHC class I binding data. The binding affinity (normalized) is 0. The peptide sequence is AYIDNYNKF. The MHC is HLA-A33:01 with pseudo-sequence HLA-A33:01.